Dataset: Reaction yield outcomes from USPTO patents with 853,638 reactions. Task: Predict the reaction yield, written as a fraction of the theoretical maximum amount of product (1.0 means a 100% yield; for example, 0.34 means a 34% yield). (1) The reactants are Br[C:2]1[CH:3]=[C:4]2[N:10]=[C:9]([CH3:11])[N:8]([CH2:12][O:13][CH2:14][CH2:15][Si:16]([CH3:19])([CH3:18])[CH3:17])[C:5]2=[N:6][CH:7]=1.[B:20]1([B:20]2[O:24][C:23]([CH3:26])([CH3:25])[C:22]([CH3:28])([CH3:27])[O:21]2)[O:24][C:23]([CH3:26])([CH3:25])[C:22]([CH3:28])([CH3:27])[O:21]1.C([O-])(=O)C.[K+]. The catalyst is CS(C)=O.CC(=O)OCC.C1C=CC(P(C2C=CC=CC=2)[C-]2C=CC=C2)=CC=1.C1C=CC(P(C2C=CC=CC=2)[C-]2C=CC=C2)=CC=1.Cl[Pd]Cl.[Fe+2]. The product is [CH3:11][C:9]1[N:8]([CH2:12][O:13][CH2:14][CH2:15][Si:16]([CH3:19])([CH3:18])[CH3:17])[C:5]2=[N:6][CH:7]=[C:2]([B:20]3[O:24][C:23]([CH3:26])([CH3:25])[C:22]([CH3:28])([CH3:27])[O:21]3)[CH:3]=[C:4]2[N:10]=1. The yield is 0.680. (2) The product is [Cl:1][C:2]1[CH:3]=[CH:4][C:5]([O:19][CH3:20])=[C:6]([C:8]2[N:12]([CH2:13][CH2:14][CH:15]([CH3:17])[CH3:16])[N:11]=[CH:10][C:9]=2[NH:18][C:30]([C:23]2[CH:22]=[N:21][N:25]3[CH:26]=[CH:27][CH:28]=[N:29][C:24]=23)=[O:31])[CH:7]=1. The reactants are [Cl:1][C:2]1[CH:3]=[CH:4][C:5]([O:19][CH3:20])=[C:6]([C:8]2[N:12]([CH2:13][CH2:14][CH:15]([CH3:17])[CH3:16])[N:11]=[CH:10][C:9]=2[NH2:18])[CH:7]=1.[N:21]1[N:25]2[CH:26]=[CH:27][CH:28]=[N:29][C:24]2=[C:23]([C:30](O)=[O:31])[CH:22]=1.F[P-](F)(F)(F)(F)F.N1(O[P+](N2CCCC2)(N2CCCC2)N2CCCC2)C2N=CC=CC=2N=N1.C(N(CC)C(C)C)(C)C. The catalyst is CN(C)C=O. The yield is 0.123. (3) The reactants are Cl[CH2:2][C:3]1[CH:12]=[CH:11][C:6]2[O:7][CH2:8][CH2:9][O:10][C:5]=2[CH:4]=1.[C-:13]#[N:14].[Na+].O. The catalyst is CS(C)=O. The product is [O:7]1[CH2:8][CH2:9][O:10][C:5]2[CH:4]=[C:3]([CH2:2][C:13]#[N:14])[CH:12]=[CH:11][C:6]1=2. The yield is 0.860. (4) The reactants are [NH2:1][C:2]1[O:6][N:5]=[C:4]([CH3:7])[CH:3]=1.[C:8](Cl)(=[O:16])[O:9][C:10]1[CH:15]=[CH:14][CH:13]=[CH:12][CH:11]=1.O. The catalyst is O1CCCC1.N1C=CC=CC=1. The product is [CH3:7][C:4]1[CH:3]=[C:2]([NH:1][C:8](=[O:16])[O:9][C:10]2[CH:15]=[CH:14][CH:13]=[CH:12][CH:11]=2)[O:6][N:5]=1. The yield is 0.200.